Dataset: Reaction yield outcomes from USPTO patents with 853,638 reactions. Task: Predict the reaction yield, written as a fraction of the theoretical maximum amount of product (1.0 means a 100% yield; for example, 0.34 means a 34% yield). The reactants are Cl.[Br:2][C:3]1[CH:8]=[CH:7][C:6]([N:9]2[C:13]([CH2:14][C@@H:15]3[CH2:19][CH2:18][NH:17][CH2:16]3)=[N:12][NH:11][C:10]2=[O:20])=[CH:5][CH:4]=1.C(N(CC)C(C)C)(C)C.[C:30](Cl)(=[O:33])[CH2:31][CH3:32]. The catalyst is ClCCl. The product is [Br:2][C:3]1[CH:8]=[CH:7][C:6]([N:9]2[C:13]([CH2:14][C@@H:15]3[CH2:19][CH2:18][N:17]([C:30](=[O:33])[CH2:31][CH3:32])[CH2:16]3)=[N:12][NH:11][C:10]2=[O:20])=[CH:5][CH:4]=1. The yield is 0.610.